Predict the reactants needed to synthesize the given product. From a dataset of Full USPTO retrosynthesis dataset with 1.9M reactions from patents (1976-2016). (1) Given the product [C:23]([C:17]1[CH:18]=[CH:19][C:20]([N:5]2[CH2:6][C@@H:1]3[CH2:7][C@H:4]2[CH2:3][N:2]3[C:8]([O:10][C:11]([CH3:14])([CH3:13])[CH3:12])=[O:9])=[CH:21][C:16]=1[Cl:15])(=[O:25])[CH3:24], predict the reactants needed to synthesize it. The reactants are: [C@H:1]12[CH2:7][C@H:4]([NH:5][CH2:6]1)[CH2:3][N:2]2[C:8]([O:10][C:11]([CH3:14])([CH3:13])[CH3:12])=[O:9].[Cl:15][C:16]1[CH:21]=[C:20](F)[CH:19]=[CH:18][C:17]=1[C:23](=[O:25])[CH3:24].C(=O)([O-])[O-].[K+].[K+]. (2) Given the product [NH3:11].[CH3:1][O:2][C:3]1[CH:8]=[CH:7][C:6]([CH2:9][CH2:10][NH2:11])=[C:5]([CH3:12])[C:4]=1[CH3:13], predict the reactants needed to synthesize it. The reactants are: [CH3:1][O:2][C:3]1[CH:8]=[CH:7][C:6]([CH2:9][C:10]#[N:11])=[C:5]([CH3:12])[C:4]=1[CH3:13].[H][H]. (3) Given the product [Cl:53][C:52]([Cl:55])([Cl:54])[CH2:51][O:50][C:48](=[O:49])[NH:32][C:13]1[N:14]([C:16]2[CH:21]=[CH:20][CH:19]=[C:18]([O:22][CH2:23][CH2:24][O:25][CH:26]3[CH2:31][CH2:30][CH2:29][CH2:28][O:27]3)[CH:17]=2)[N:15]=[C:11]([C:8]([CH3:10])([CH3:9])[CH2:7][O:6][Si:5]([C:1]([CH3:2])([CH3:3])[CH3:4])([C:39]2[CH:40]=[CH:41][CH:42]=[CH:43][CH:44]=2)[C:33]2[CH:38]=[CH:37][CH:36]=[CH:35][CH:34]=2)[CH:12]=1, predict the reactants needed to synthesize it. The reactants are: [C:1]([Si:5]([C:39]1[CH:44]=[CH:43][CH:42]=[CH:41][CH:40]=1)([C:33]1[CH:38]=[CH:37][CH:36]=[CH:35][CH:34]=1)[O:6][CH2:7][C:8]([C:11]1[CH:12]=[C:13]([NH2:32])[N:14]([C:16]2[CH:21]=[CH:20][CH:19]=[C:18]([O:22][CH2:23][CH2:24][O:25][CH:26]3[CH2:31][CH2:30][CH2:29][CH2:28][O:27]3)[CH:17]=2)[N:15]=1)([CH3:10])[CH3:9])([CH3:4])([CH3:3])[CH3:2].[OH-].[Na+].Cl[C:48]([O:50][CH2:51][C:52]([Cl:55])([Cl:54])[Cl:53])=[O:49]. (4) Given the product [C:1]([O:5][C:6]([N:8]1[C:16]2[C:11](=[CH:12][CH:13]=[C:14]([O:17][CH2:54][CH2:53][N:52]([CH3:56])[CH3:51])[CH:15]=2)[CH:10]=[C:9]1[C:18]1[CH:23]=[C:22]([C:24]2[CH:25]=[CH:26][N:27]=[CH:28][CH:29]=2)[N:21]=[N:20][C:19]=1[O:30][CH3:31])=[O:7])([CH3:4])([CH3:3])[CH3:2], predict the reactants needed to synthesize it. The reactants are: [C:1]([O:5][C:6]([N:8]1[C:16]2[C:11](=[CH:12][CH:13]=[C:14]([OH:17])[CH:15]=2)[CH:10]=[C:9]1[C:18]1[CH:23]=[C:22]([C:24]2[CH:29]=[CH:28][N:27]=[CH:26][CH:25]=2)[N:21]=[N:20][C:19]=1[O:30][CH3:31])=[O:7])([CH3:4])([CH3:3])[CH3:2].C1(P(C2C=CC=CC=2)C2C=CC=CC=2)C=CC=CC=1.[CH3:51][N:52]([CH3:56])[CH2:53][CH2:54]O.N(C(OCC)=O)=NC(OCC)=O.